This data is from Forward reaction prediction with 1.9M reactions from USPTO patents (1976-2016). The task is: Predict the product of the given reaction. (1) Given the reactants [OH:1][C@H:2]([C:19]1[C:23]([CH3:24])=[CH:22][S:21][CH:20]=1)[C@@H:3]1[CH2:7][CH2:6][C:5](=[O:8])[N:4]1[CH2:9][CH2:10][NH:11][C:12](=[O:18])[O:13][C:14]([CH3:17])([CH3:16])[CH3:15].CCN(CC)CC.[CH3:32][S:33](Cl)(=[O:35])=[O:34], predict the reaction product. The product is: [CH3:32][S:33]([O:1][C@@H:2]([C@@H:3]1[CH2:7][CH2:6][C:5](=[O:8])[N:4]1[CH2:9][CH2:10][NH:11][C:12]([O:13][C:14]([CH3:15])([CH3:16])[CH3:17])=[O:18])[C:19]1[C:23]([CH3:24])=[CH:22][S:21][CH:20]=1)(=[O:35])=[O:34]. (2) Given the reactants [CH3:1][N:2]1[CH:6]=[C:5]([N:7]2[CH:12]=[CH:11][C:10](=[O:13])[C:9]([CH2:14][C:15]3[CH:16]=[C:17]([C:21]4[N:26]=[CH:25][C:24](OCC(O)=O)=[CH:23][N:22]=4)[CH:18]=[CH:19][CH:20]=3)=[N:8]2)[CH:4]=[N:3]1.[B:32]1(B2OC(C)(C)C(C)(C)O2)[O:36]C(C)(C)C(C)(C)[O:33]1.CC(C1C=C(C(C)C)C(C2C=CC=CC=2P(C2CCCCC2)C2CCCCC2)=C(C(C)C)C=1)C.C([O-])(=O)C.[K+], predict the reaction product. The product is: [CH3:1][N:2]1[CH:6]=[C:5]([N:7]2[CH:12]=[CH:11][C:10](=[O:13])[C:9]([CH2:14][C:15]3[CH:16]=[C:17]([C:21]4[N:26]=[CH:25][C:24]([B:32]([OH:36])[OH:33])=[CH:23][N:22]=4)[CH:18]=[CH:19][CH:20]=3)=[N:8]2)[CH:4]=[N:3]1. (3) The product is: [O:41]=[C:31]1[N:30]([CH:27]2[CH2:26][CH2:25][N:24]([C:46]([O:22][C@@H:17]([C:18]([O:20][CH3:21])=[O:19])[CH2:16][C:12]3[CH:13]=[C:14]([CH3:15])[C:9]([O:8][CH2:1][C:2]4[CH:3]=[CH:4][CH:5]=[CH:6][CH:7]=4)=[C:10]([Cl:23])[CH:11]=3)=[O:47])[CH2:29][CH2:28]2)[CH2:36][CH2:35][C:34]2[CH:37]=[CH:38][CH:39]=[CH:40][C:33]=2[NH:32]1. Given the reactants [CH2:1]([O:8][C:9]1[C:14]([CH3:15])=[CH:13][C:12]([CH2:16][C@@H:17]([OH:22])[C:18]([O:20][CH3:21])=[O:19])=[CH:11][C:10]=1[Cl:23])[C:2]1[CH:7]=[CH:6][CH:5]=[CH:4][CH:3]=1.[NH:24]1[CH2:29][CH2:28][CH:27]([N:30]2[CH2:36][CH2:35][C:34]3[CH:37]=[CH:38][CH:39]=[CH:40][C:33]=3[NH:32][C:31]2=[O:41])[CH2:26][CH2:25]1.[Li+].[OH-].C1C[O:47][CH2:46]C1, predict the reaction product.